Dataset: Reaction yield outcomes from USPTO patents with 853,638 reactions. Task: Predict the reaction yield, written as a fraction of the theoretical maximum amount of product (1.0 means a 100% yield; for example, 0.34 means a 34% yield). (1) The catalyst is C(Cl)Cl.C(N(CC)CC)C.C1(C)C=CC=CC=1. The yield is 0.580. The product is [CH3:1][O:2][C:3]1[CH:4]=[C:5]2[C:10](=[CH:11][C:12]=1[O:13][CH3:14])[N:9]=[CH:8][CH:7]=[C:6]2[O:15][C:16]1[CH:22]=[CH:21][C:19]([NH:20][C:24](=[O:26])[O:47][CH:43]([CH2:42][CH2:41][N:35]2[CH2:40][CH2:39][CH2:38][CH2:37][CH2:36]2)[CH2:44][CH2:45][CH3:46])=[CH:18][CH:17]=1. The reactants are [CH3:1][O:2][C:3]1[CH:4]=[C:5]2[C:10](=[CH:11][C:12]=1[O:13][CH3:14])[N:9]=[CH:8][CH:7]=[C:6]2[O:15][C:16]1[CH:22]=[CH:21][C:19]([NH2:20])=[CH:18][CH:17]=1.Cl[C:24](Cl)([O:26]C(=O)OC(Cl)(Cl)Cl)Cl.[N:35]1([CH2:41][CH2:42][CH:43]([OH:47])[CH2:44][CH2:45][CH3:46])[CH2:40][CH2:39][CH2:38][CH2:37][CH2:36]1.C(=O)(O)[O-].[Na+]. (2) The reactants are [OH:1][C:2]1[CH:3]=[CH:4][C:5]2[N:9]=[C:8]([CH2:10][O:11][C:12]3[CH:13]=[C:14]([CH:19]=[CH:20][CH:21]=3)[C:15]([O:17][CH3:18])=[O:16])[N:7]([CH3:22])[C:6]=2[CH:23]=1.[Br:24][C:25]1[C:26](F)=[N:27][CH:28]=[C:29]([Cl:31])[CH:30]=1.N1C2C(=CC=C3C=2N=CC=C3)C=CC=1.C(=O)([O-])[O-].[Cs+].[Cs+]. The catalyst is [Cu](I)I.CN(C=O)C. The product is [Cl:31][C:29]1[CH:30]=[C:25]([Br:24])[C:26]([O:1][C:2]2[CH:3]=[CH:4][C:5]3[N:9]=[C:8]([CH2:10][O:11][C:12]4[CH:13]=[C:14]([CH:19]=[CH:20][CH:21]=4)[C:15]([O:17][CH3:18])=[O:16])[N:7]([CH3:22])[C:6]=3[CH:23]=2)=[N:27][CH:28]=1. The yield is 0.910. (3) The reactants are [Br-].[Br-].[Br-].C1([N+](C)(C)C)C=CC=CC=1.C1([N+](C)(C)C)C=CC=CC=1.C1([N+](C)(C)C)C=CC=CC=1.[F:34][C:35]([F:50])([F:49])[C:36]1[CH:37]=[C:38]([C:46](=O)[CH3:47])[CH:39]=[C:40]([C:42]([F:45])([F:44])[F:43])[CH:41]=1.S([O-])([O-])(=O)=O.[Na+].[Na+].[NH2:58][C:59]([NH2:61])=[S:60].C(=O)([O-])O.[Na+]. The catalyst is O1CCCC1.C(O)C.O. The product is [NH2:61][C:59]1[S:60][CH:47]=[C:46]([C:38]2[CH:37]=[C:36]([C:35]([F:50])([F:49])[F:34])[CH:41]=[C:40]([C:42]([F:45])([F:44])[F:43])[CH:39]=2)[N:58]=1. The yield is 0.833. (4) The reactants are [CH2:1]([C@H:8]1[NH:19][C:18](=[O:20])[CH2:17][CH2:16][CH:15]=[CH:14][CH2:13][C@@H:12]([CH2:21][C:22]([O:24]C(C)(C)C)=O)[C:11](=[O:29])[O:10][CH2:9]1)[C:2]1[CH:7]=[CH:6][CH:5]=[CH:4][CH:3]=1.FC(F)(F)C(O)=O.C([C@H]1NC(=O)CCC=CC[C@@H](CC(O)=O)C(=O)OC1)C1C=CC=CC=1.[Cl:62][C:63]1[CH:68]=[CH:67][C:66]([CH2:69][NH2:70])=[CH:65][CH:64]=1. The catalyst is C(Cl)Cl.CO.C(Cl)Cl. The product is [CH2:1]([C@H:8]1[NH:19][C:18](=[O:20])[CH2:17][CH2:16][CH:15]=[CH:14][CH2:13][C@@H:12]([CH2:21][C:22]([NH:70][CH2:69][C:66]2[CH:67]=[CH:68][C:63]([Cl:62])=[CH:64][CH:65]=2)=[O:24])[C:11](=[O:29])[O:10][CH2:9]1)[C:2]1[CH:3]=[CH:4][CH:5]=[CH:6][CH:7]=1. The yield is 0.790. (5) The reactants are C(OC(=O)C(CS(N1CCN(C2C=CC(Br)=CC=2)CC1)(=O)=O)C(C)C)(C)(C)C.Cl.Cl.[Cl:31][C:32]1[CH:37]=[CH:36][C:35]([C:38]2[CH:39]=[CH:40][C:41]([N:44]3[CH2:49][CH2:48][NH:47][CH2:46][CH2:45]3)=[N:42][CH:43]=2)=[CH:34][CH:33]=1.[CH2:50]([C@@H:57]1[CH2:61][O:60][C:59](=[O:62])[N:58]1[C:63](=[O:73])[C@H:64]([CH2:68][S:69](Cl)(=[O:71])=[O:70])[CH:65]([CH3:67])[CH3:66])[C:51]1[CH:56]=[CH:55][CH:54]=[CH:53][CH:52]=1. No catalyst specified. The product is [CH2:50]([C@@H:57]1[CH2:61][O:60][C:59](=[O:62])[N:58]1[C:63](=[O:73])[C@H:64]([CH2:68][S:69]([N:47]1[CH2:46][CH2:45][N:44]([C:41]2[CH:40]=[CH:39][C:38]([C:35]3[CH:34]=[CH:33][C:32]([Cl:31])=[CH:37][CH:36]=3)=[CH:43][N:42]=2)[CH2:49][CH2:48]1)(=[O:71])=[O:70])[CH:65]([CH3:67])[CH3:66])[C:51]1[CH:56]=[CH:55][CH:54]=[CH:53][CH:52]=1. The yield is 0.810.